Dataset: Catalyst prediction with 721,799 reactions and 888 catalyst types from USPTO. Task: Predict which catalyst facilitates the given reaction. (1) Reactant: [Br-].[Mg+2].[F:3][C:4]1[CH:9]=[CH:8][CH:7]=[CH:6][CH:5]=1.[Br-].[CH2:11]([N:18]1[CH2:25][C@H:24]2[C:26](=[O:27])[C@H:20]([CH2:21][O:22][CH2:23]2)[CH2:19]1)[C:12]1[CH:17]=[CH:16][CH:15]=[CH:14][CH:13]=1.O.[OH-].[Na+]. Product: [CH2:11]([N:18]1[CH2:19][CH:20]2[C:26]([C:7]3[CH:8]=[CH:9][C:4]([F:3])=[CH:5][CH:6]=3)([OH:27])[CH:24]([CH2:23][O:22][CH2:21]2)[CH2:25]1)[C:12]1[CH:13]=[CH:14][CH:15]=[CH:16][CH:17]=1. The catalyst class is: 13. (2) Reactant: S(O)(O)(=O)=O.[C:6]([S:9][CH3:10])(=[NH:8])[NH2:7].[CH3:10][S:9][C:6](=[NH:8])[NH2:7].CN(/[CH:19]=[C:20](/[C:26](=O)[CH:27]([CH3:29])[CH3:28])\[C:21]([O:23][CH2:24][CH3:25])=[O:22])C.C([O-])(=O)C.[Na+].O. Product: [CH:27]([C:26]1[C:20]([C:21]([O:23][CH2:24][CH3:25])=[O:22])=[CH:19][N:7]=[C:6]([S:9][CH3:10])[N:8]=1)([CH3:29])[CH3:28]. The catalyst class is: 3.